Predict the reactants needed to synthesize the given product. From a dataset of Full USPTO retrosynthesis dataset with 1.9M reactions from patents (1976-2016). The reactants are: [Br:1][C:2]1[CH:3]=[C:4]([CH:19]=[CH:20][CH:21]=1)[CH2:5][O:6][C:7]1[CH:15]=[CH:14][CH:13]=[C:9]([C:10]([OH:12])=O)[C:8]=1[C:16]([OH:18])=O.Cl.[NH2:23][CH:24]1[CH2:30][CH2:29][C:28](=[O:31])[NH:27][C:25]1=[O:26]. Given the product [Br:1][C:2]1[CH:3]=[C:4]([CH:19]=[CH:20][CH:21]=1)[CH2:5][O:6][C:7]1[CH:15]=[CH:14][CH:13]=[C:9]2[C:8]=1[C:16](=[O:18])[N:23]([CH:24]1[CH2:30][CH2:29][C:28](=[O:31])[NH:27][C:25]1=[O:26])[C:10]2=[O:12], predict the reactants needed to synthesize it.